This data is from Catalyst prediction with 721,799 reactions and 888 catalyst types from USPTO. The task is: Predict which catalyst facilitates the given reaction. (1) Reactant: [CH3:1][O:2][C:3]1[CH:12]=[C:11]2[C:6]([CH2:7][CH:8]([C:13]([OH:16])([CH3:15])[CH3:14])[N:9]=[CH:10]2)=[CH:5][C:4]=1[O:17][CH2:18][CH2:19][CH2:20][O:21][CH3:22].C(O[CH:26]=[C:27]([C:33](=[O:35])[CH3:34])[C:28]([O:30][CH2:31][CH3:32])=[O:29])C. Product: [OH:16][C:13]([CH:8]1[N:9]2[CH:10]([CH2:34][C:33](=[O:35])[C:27]([C:28]([O:30][CH2:31][CH3:32])=[O:29])=[CH:26]2)[C:11]2[CH:12]=[C:3]([O:2][CH3:1])[C:4]([O:17][CH2:18][CH2:19][CH2:20][O:21][CH3:22])=[CH:5][C:6]=2[CH2:7]1)([CH3:15])[CH3:14]. The catalyst class is: 8. (2) Reactant: [CH3:1][Si:2]([CH3:22])([CH3:21])[CH:3]1[CH2:12][CH2:11][C:10]2[N:9]=[C:8]3[S:13][C:14]([C:16](OCC)=[O:17])=[CH:15][C:7]3=[CH:6][C:5]=2[CH2:4]1.[NH3:23]. Product: [CH3:1][Si:2]([CH3:22])([CH3:21])[CH:3]1[CH2:12][CH2:11][C:10]2[N:9]=[C:8]3[S:13][C:14]([C:16]([NH2:23])=[O:17])=[CH:15][C:7]3=[CH:6][C:5]=2[CH2:4]1. The catalyst class is: 5. (3) Reactant: [CH3:1][C:2]([OH:21])([CH2:4][CH2:5][NH:6][C:7]1[CH:12]=[N:11][C:10]([C:13]#[C:14][C:15]2[CH:20]=[CH:19][CH:18]=[CH:17][CH:16]=2)=[CH:9][N:8]=1)[CH3:3].C(N(CC)CC)C.Cl[C:30](Cl)([O:32]C(=O)OC(Cl)(Cl)Cl)Cl. Product: [CH3:3][C:2]1([CH3:1])[O:21][C:30](=[O:32])[N:6]([C:7]2[CH:12]=[N:11][C:10]([C:13]#[C:14][C:15]3[CH:16]=[CH:17][CH:18]=[CH:19][CH:20]=3)=[CH:9][N:8]=2)[CH2:5][CH2:4]1. The catalyst class is: 1.